From a dataset of Peptide-MHC class I binding affinity with 185,985 pairs from IEDB/IMGT. Regression. Given a peptide amino acid sequence and an MHC pseudo amino acid sequence, predict their binding affinity value. This is MHC class I binding data. (1) The peptide sequence is YLNAWIPPV. The MHC is HLA-A02:01 with pseudo-sequence HLA-A02:01. The binding affinity (normalized) is 0.967. (2) The peptide sequence is MFINDVHAL. The MHC is HLA-B08:01 with pseudo-sequence HLA-B08:01. The binding affinity (normalized) is 0.0847. (3) The peptide sequence is LAESLVGFLF. The MHC is H-2-Kb with pseudo-sequence H-2-Kb. The binding affinity (normalized) is 0. (4) The peptide sequence is SEQAAEAMEV. The MHC is HLA-B40:02 with pseudo-sequence HLA-B40:02. The binding affinity (normalized) is 0.589. (5) The peptide sequence is YDSQGLPEELP. The MHC is HLA-A68:02 with pseudo-sequence HLA-A68:02. The binding affinity (normalized) is 0.